This data is from Forward reaction prediction with 1.9M reactions from USPTO patents (1976-2016). The task is: Predict the product of the given reaction. (1) The product is: [Br:12][C:13]1[CH:18]=[C:17]([NH:19][C:20](=[O:22])[CH3:21])[CH:16]=[C:15]([NH:9][C:5]2[CH:4]=[C:3]([C:2]([F:1])([F:10])[F:11])[CH:8]=[CH:7][N:6]=2)[N:14]=1. Given the reactants [F:1][C:2]([F:11])([F:10])[C:3]1[CH:8]=[CH:7][N:6]=[C:5]([NH2:9])[CH:4]=1.[Br:12][C:13]1[CH:18]=[C:17]([NH:19][C:20](=[O:22])[CH3:21])[CH:16]=[C:15](Br)[N:14]=1.CC1(C)C2C(=C(P(C3C=CC=CC=3)C3C=CC=CC=3)C=CC=2)OC2C(P(C3C=CC=CC=3)C3C=CC=CC=3)=CC=CC1=2.C(=O)([O-])[O-].[Cs+].[Cs+], predict the reaction product. (2) Given the reactants C(OC(=O)[NH:7][C@H:8]([C:19](=[O:21])[NH2:20])[CH2:9][C:10]1[CH:15]=[CH:14][C:13]([N+:16]([O-:18])=[O:17])=[CH:12][CH:11]=1)(C)(C)C.Br[CH2:24][C:25](=O)[CH2:26][CH3:27].C(OCC)C, predict the reaction product. The product is: [CH2:26]([C:25]1[N:20]=[C:19]([C@@H:8]([NH2:7])[CH2:9][C:10]2[CH:11]=[CH:12][C:13]([N+:16]([O-:18])=[O:17])=[CH:14][CH:15]=2)[O:21][CH:24]=1)[CH3:27].